Dataset: NCI-60 drug combinations with 297,098 pairs across 59 cell lines. Task: Regression. Given two drug SMILES strings and cell line genomic features, predict the synergy score measuring deviation from expected non-interaction effect. (1) Drug 1: C1CN1C2=NC(=NC(=N2)N3CC3)N4CC4. Drug 2: C1=NNC2=C1C(=O)NC=N2. Cell line: SK-OV-3. Synergy scores: CSS=11.7, Synergy_ZIP=-6.65, Synergy_Bliss=1.85, Synergy_Loewe=-12.3, Synergy_HSA=0.169. (2) Drug 1: CC1=CC2C(CCC3(C2CCC3(C(=O)C)OC(=O)C)C)C4(C1=CC(=O)CC4)C. Drug 2: CCC1(CC2CC(C3=C(CCN(C2)C1)C4=CC=CC=C4N3)(C5=C(C=C6C(=C5)C78CCN9C7C(C=CC9)(C(C(C8N6C=O)(C(=O)OC)O)OC(=O)C)CC)OC)C(=O)OC)O.OS(=O)(=O)O. Cell line: EKVX. Synergy scores: CSS=11.3, Synergy_ZIP=0.721, Synergy_Bliss=4.32, Synergy_Loewe=-19.3, Synergy_HSA=4.84.